This data is from Full USPTO retrosynthesis dataset with 1.9M reactions from patents (1976-2016). The task is: Predict the reactants needed to synthesize the given product. (1) Given the product [Cl:3][C:4]1[CH:5]=[C:6]([CH:10]([OH:29])[CH:11]([CH2:17][C:18]2[CH:19]=[CH:20][C:21]3[O:25][CH2:24][C:23]([CH3:26])([CH3:27])[C:22]=3[CH:28]=2)[C:12]([O:14][CH2:15][CH3:16])=[O:13])[CH:7]=[CH:8][CH:9]=1, predict the reactants needed to synthesize it. The reactants are: [BH4-].[Na+].[Cl:3][C:4]1[CH:5]=[C:6]([C:10](=[O:29])[CH:11]([CH2:17][C:18]2[CH:19]=[CH:20][C:21]3[O:25][CH2:24][C:23]([CH3:27])([CH3:26])[C:22]=3[CH:28]=2)[C:12]([O:14][CH2:15][CH3:16])=[O:13])[CH:7]=[CH:8][CH:9]=1. (2) Given the product [Cl:1][C:2]1[CH:3]=[C:4]2[C:10]3([CH2:14][CH2:13][N:12]([C:15]([O:17][CH3:18])=[O:16])[CH2:11]3)[CH2:9][N:8]([C:19](=[O:28])[NH:20][C:21]3[S:22][C:23]([S:40]([CH3:30])(=[O:43])=[O:41])=[CH:24][N:25]=3)[C:5]2=[CH:6][CH:7]=1, predict the reactants needed to synthesize it. The reactants are: [Cl:1][C:2]1[CH:3]=[C:4]2[C:10]3([CH2:14][CH2:13][N:12]([C:15]([O:17][CH3:18])=[O:16])[CH2:11]3)[CH2:9][N:8]([C:19](=[O:28])[NH:20][C:21]3[S:22][C:23](SC)=[CH:24][N:25]=3)[C:5]2=[CH:6][CH:7]=1.Cl[C:30]1C=CC=C(C(OO)=O)C=1.[S:40]([O-:43])([O-])=[O:41].[Na+].[Na+]. (3) Given the product [Si:15]([O:14][CH2:13][C:10]1([NH:22][C:23](=[O:29])[O:24][C:25]([CH3:28])([CH3:27])[CH3:26])[CH2:11][CH2:12][NH:8][CH2:9]1)([C:18]([CH3:21])([CH3:20])[CH3:19])([CH3:17])[CH3:16], predict the reactants needed to synthesize it. The reactants are: C([N:8]1[CH2:12][CH2:11][C:10]([NH:22][C:23](=[O:29])[O:24][C:25]([CH3:28])([CH3:27])[CH3:26])([CH2:13][O:14][Si:15]([C:18]([CH3:21])([CH3:20])[CH3:19])([CH3:17])[CH3:16])[CH2:9]1)C1C=CC=CC=1. (4) Given the product [C:26]([NH:30][S:31]([C:34]1[S:35][C:36]([C:2]2[CH:7]=[CH:6][CH:5]=[C:4]([C:8]3[N:9]=[C:10]([C:22]([F:24])([F:23])[F:25])[CH:11]=[C:12]([C:14]4[CH:19]=[CH:18][C:17]([Cl:20])=[CH:16][C:15]=4[Cl:21])[N:13]=3)[CH:3]=2)=[CH:37][CH:38]=1)(=[O:32])=[O:33])([CH3:29])([CH3:27])[CH3:28], predict the reactants needed to synthesize it. The reactants are: Br[C:2]1[CH:3]=[C:4]([C:8]2[N:13]=[C:12]([C:14]3[CH:19]=[CH:18][C:17]([Cl:20])=[CH:16][C:15]=3[Cl:21])[CH:11]=[C:10]([C:22]([F:25])([F:24])[F:23])[N:9]=2)[CH:5]=[CH:6][CH:7]=1.[C:26]([NH:30][S:31]([C:34]1[S:35][C:36](B2OC(C)(C)C(C)(C)O2)=[CH:37][CH:38]=1)(=[O:33])=[O:32])([CH3:29])([CH3:28])[CH3:27]. (5) Given the product [C@@H:23]1([C:41]2[CH:46]=[CH:45][C:44]([Cl:47])=[C:43]([CH2:48][C:49]3[S:50][C:51]([C:54]4[CH:59]=[N:58][CH:57]=[CH:56][N:55]=4)=[CH:52][CH:53]=3)[CH:42]=2)[O:24][C@H:25]([CH2:36][OH:37])[C@@H:26]([OH:32])[C@H:27]([OH:28])[C@H:22]1[OH:21], predict the reactants needed to synthesize it. The reactants are: BrC1C=CC(=O)N(CC2C=CC(CC)=CC=2)C=1.C([O:21][C@@H:22]1[C@@H:27]([O:28]C(=O)C)[C@H:26]([O:32]C(=O)C)[C@@H:25]([CH2:36][O:37]C(=O)C)[O:24][C@H:23]1[C:41]1[CH:46]=[CH:45][C:44]([Cl:47])=[C:43]([CH2:48][C:49]2[S:50][C:51]([C:54]3[CH:59]=[N:58][CH:57]=[CH:56][N:55]=3)=[CH:52][CH:53]=2)[CH:42]=1)(=O)C. (6) Given the product [CH3:27][C:28]1([CH3:44])[C:32]([CH3:34])([CH3:33])[O:31][B:30]([C:7]2[CH2:12][CH2:11][N:10]([C:13]([O:15][C:16]([CH3:19])([CH3:18])[CH3:17])=[O:14])[CH2:9][C:8]=2[C:20]([O:22][CH2:23][CH3:24])=[O:21])[O:29]1, predict the reactants needed to synthesize it. The reactants are: FC(F)(F)S(O[C:7]1[CH2:12][CH2:11][N:10]([C:13]([O:15][C:16]([CH3:19])([CH3:18])[CH3:17])=[O:14])[CH2:9][C:8]=1[C:20]([O:22][CH2:23][CH3:24])=[O:21])(=O)=O.[CH3:27][C:28]1([CH3:44])[C:32]([CH3:34])([CH3:33])[O:31][B:30]([B:30]2[O:31][C:32]([CH3:34])([CH3:33])[C:28]([CH3:44])([CH3:27])[O:29]2)[O:29]1.C([O-])(=O)C.[K+]. (7) The reactants are: [CH:1]1([CH:7]=[O:8])[CH2:6][CH2:5][CH2:4][CH2:3][CH2:2]1.[CH3:9][Mg]Br. Given the product [CH:1]1([CH:7]([OH:8])[CH3:9])[CH2:6][CH2:5][CH2:4][CH2:3][CH2:2]1, predict the reactants needed to synthesize it.